Dataset: Full USPTO retrosynthesis dataset with 1.9M reactions from patents (1976-2016). Task: Predict the reactants needed to synthesize the given product. (1) Given the product [NH2:13][CH2:12][CH:11]([S:24](=[O:36])(=[O:35])[NH:25][CH:26]1[CH2:27][CH2:28][N:29]([CH:32]([CH3:34])[CH3:33])[CH2:30][CH2:31]1)[CH2:10][C:9]([OH:37])=[O:8], predict the reactants needed to synthesize it. The reactants are: C([O:8][C:9](=[O:37])[CH2:10][CH:11]([S:24](=[O:36])(=[O:35])[NH:25][CH:26]1[CH2:31][CH2:30][N:29]([CH:32]([CH3:34])[CH3:33])[CH2:28][CH2:27]1)[CH2:12][NH:13]C(OCC1C=CC=CC=1)=O)C1C=CC=CC=1.B(Br)(Br)Br.[OH-].[Na+]. (2) The reactants are: O[CH2:2][CH2:3][N:4]1[CH2:27][CH2:26][C:7]2[N:8]([CH2:15][C:16]3[CH:25]=[CH:24][C:19]([C:20]([O:22][CH3:23])=[O:21])=[CH:18][CH:17]=3)[C:9]3[CH:10]=[CH:11][CH:12]=[CH:13][C:14]=3[C:6]=2[C:5]1=[O:28].CCN(C(C)C)C(C)C.CS(Cl)(=O)=O.[NH:43]1[CH2:48][CH2:47][O:46][CH2:45][CH2:44]1. Given the product [O:46]1[CH2:47][CH2:48][N:43]([CH2:2][CH2:3][N:4]2[CH2:27][CH2:26][C:7]3[N:8]([CH2:15][C:16]4[CH:25]=[CH:24][C:19]([C:20]([O:22][CH3:23])=[O:21])=[CH:18][CH:17]=4)[C:9]4[CH:10]=[CH:11][CH:12]=[CH:13][C:14]=4[C:6]=3[C:5]2=[O:28])[CH2:44][CH2:45]1, predict the reactants needed to synthesize it. (3) The reactants are: Br.Br.Br.[CH2:4]([C:6]1[C:7]([C:14]2[CH:22]=[C:21]3[C:17]([C:18]([C:23]4[NH:24][C:25]5[CH2:30][CH2:29][NH:28][CH2:27][C:26]=5[N:31]=4)=[N:19][NH:20]3)=[CH:16][CH:15]=2)=[CH:8][C:9]([F:13])=[C:10]([OH:12])[CH:11]=1)[CH3:5].[F:32][C:33]1[CH:38]=[CH:37][C:36]([S:39](Cl)(=[O:41])=[O:40])=[CH:35][CH:34]=1.CCN(C(C)C)C(C)C.C(=O)([O-])O.[Na+]. Given the product [CH2:4]([C:6]1[C:7]([C:14]2[CH:22]=[C:21]3[C:17]([C:18]([C:23]4[NH:24][C:25]5[CH2:30][CH2:29][N:28]([S:39]([C:36]6[CH:37]=[CH:38][C:33]([F:32])=[CH:34][CH:35]=6)(=[O:41])=[O:40])[CH2:27][C:26]=5[N:31]=4)=[N:19][NH:20]3)=[CH:16][CH:15]=2)=[CH:8][C:9]([F:13])=[C:10]([OH:12])[CH:11]=1)[CH3:5], predict the reactants needed to synthesize it.